Dataset: Full USPTO retrosynthesis dataset with 1.9M reactions from patents (1976-2016). Task: Predict the reactants needed to synthesize the given product. (1) Given the product [CH3:26][C:22]1([CH3:27])[N:4]2[C:5](=[O:21])[C:6]([NH:8][C:9]3[CH:10]=[CH:11][N:12]=[CH:13][N:14]=3)=[CH:7][C:2]([C:35]#[N:36])=[C:3]2[C:24](=[O:25])[NH:23]1, predict the reactants needed to synthesize it. The reactants are: Cl[C:2]1[CH:7]=[C:6]([NH:8][C:9]2[N:14]=[CH:13][N:12]=[C:11](NC(C3CC3)=O)[CH:10]=2)[C:5](=[O:21])[N:4]2[C:22]([C:27]3C=CC=C(F)C=3)([CH3:26])[NH:23][C:24](=[O:25])[C:3]=12.[Cu][C:35]#[N:36].[C-]#N.[Na+].C1(P(C2CCCCC2)C2CCCCC2)CCCCC1. (2) Given the product [CH2:30]([O:29][CH2:28][CH:27]=[CH:26][CH2:25][C@H:20]1[CH2:19][C@H:18]([C:15]2[CH:14]=[CH:13][C:12]([F:11])=[CH:17][CH:16]=2)[O:22][C:21]1=[O:23])[C:31]1[CH:36]=[CH:35][CH:34]=[CH:33][CH:32]=1, predict the reactants needed to synthesize it. The reactants are: C[Si]([N-][Si](C)(C)C)(C)C.[Li+].[F:11][C:12]1[CH:17]=[CH:16][C:15]([C@@H:18]2[O:22][C:21](=[O:23])[CH2:20][CH2:19]2)=[CH:14][CH:13]=1.I[CH2:25][CH:26]=[CH:27][CH2:28][O:29][CH2:30][C:31]1[CH:36]=[CH:35][CH:34]=[CH:33][CH:32]=1.[NH4+].[Cl-].